From a dataset of Reaction yield outcomes from USPTO patents with 853,638 reactions. Predict the reaction yield, written as a fraction of the theoretical maximum amount of product (1.0 means a 100% yield; for example, 0.34 means a 34% yield). The catalyst is C(O)C.O.C(Cl)Cl. The product is [CH3:1][C@H:2]1[CH2:3][C@@H:4]([NH:6][C:7]([O:9][CH:10]([CH3:12])[CH3:11])=[O:8])[C:19]2[C:14](=[CH:15][CH:16]=[C:17]([N:20]3[CH:24]=[C:23]([C:25]([O:27][CH2:28][CH3:29])=[O:26])[N:22]=[CH:21]3)[CH:18]=2)[NH:13]1. The reactants are [CH3:1][CH:2]([NH:13][C:14]1[CH:19]=[CH:18][C:17]([N:20]2[CH:24]=[C:23]([C:25]([O:27][CH2:28][CH3:29])=[O:26])[N:22]=[CH:21]2)=[CH:16][CH:15]=1)[CH2:3][C:4]([NH:6][C:7]([O:9][CH:10]([CH3:12])[CH3:11])=[O:8])=O.[BH4-].[Na+].[Cl-].[Mg+2].[Cl-].C(O)(=O)CC(CC(O)=O)(C(O)=O)O.Cl. The yield is 0.750.